Task: Regression. Given a target protein amino acid sequence and a drug SMILES string, predict the binding affinity score between them. We predict pKd (pKd = -log10(Kd in M); higher means stronger binding). Dataset: bindingdb_kd.. Dataset: Drug-target binding data from BindingDB using Kd measurements The drug is O=C(/C=C/N1C[C@H]2C[C@@H]1CN2c1ccccn1)c1ccccc1O. The target protein (P51532) has sequence MSTPDPPLGGTPRPGPSPGPGPSPGAMLGPSPGPSPGSAHSMMGPSPGPPSAGHPIPTQGPGGYPQDNMHQMHKPMESMHEKGMSDDPRYNQMKGMGMRSGGHAGMGPPPSPMDQHSQGYPSPLGGSEHASSPVPASGPSSGPQMSSGPGGAPLDGADPQALGQQNRGPTPFNQNQLHQLRAQIMAYKMLARGQPLPDHLQMAVQGKRPMPGMQQQMPTLPPPSVSATGPGPGPGPGPGPGPGPAPPNYSRPHGMGGPNMPPPGPSGVPPGMPGQPPGGPPKPWPEGPMANAAAPTSTPQKLIPPQPTGRPSPAPPAVPPAASPVMPPQTQSPGQPAQPAPMVPLHQKQSRITPIQKPRGLDPVEILQEREYRLQARIAHRIQELENLPGSLAGDLRTKATIELKALRLLNFQRQLRQEVVVCMRRDTALETALNAKAYKRSKRQSLREARITEKLEKQQKIEQERKRRQKHQEYLNSILQHAKDFKEYHRSVTGKIQKL.... The pKd is 7.0.